From a dataset of Catalyst prediction with 721,799 reactions and 888 catalyst types from USPTO. Predict which catalyst facilitates the given reaction. (1) Reactant: [CH3:1][C:2]1([CH3:30])[N:7]2[C:8]3[CH:9]=[C:10]([C:15]([NH:17][C:18]4[N:19]=[C:20]([C:24]([O:26]CC)=[O:25])[N:21]([CH3:23])[CH:22]=4)=[O:16])[CH:11]=[CH:12][C:13]=3[CH:14]=[C:6]2[C:5](=[O:29])[NH:4][CH2:3]1.[OH-].[Na+].Cl. Product: [CH3:1][C:2]1([CH3:30])[N:7]2[C:8]3[CH:9]=[C:10]([C:15]([NH:17][C:18]4[N:19]=[C:20]([C:24]([OH:26])=[O:25])[N:21]([CH3:23])[CH:22]=4)=[O:16])[CH:11]=[CH:12][C:13]=3[CH:14]=[C:6]2[C:5](=[O:29])[NH:4][CH2:3]1. The catalyst class is: 5. (2) Reactant: CC1C=CC(C)=CC=1SCCC[CH2:13][CH2:14][C:15]([OH:17])=[O:16].[CH3:18][C:19]1[CH:24]=[CH:23][C:22]([CH3:25])=[CH:21][C:20]=1[SH:26].BrCCC(OCC)=O.[OH-].[K+]. Product: [CH3:18][C:19]1[CH:24]=[CH:23][C:22]([CH3:25])=[CH:21][C:20]=1[S:26][CH2:13][CH2:14][C:15]([OH:17])=[O:16]. The catalyst class is: 97. (3) Reactant: [C:1]([NH:9][C:10](=[CH:15][N:16]([CH3:18])C)[C:11]([O:13][CH3:14])=[O:12])(=[O:8])[C:2]1[CH:7]=[CH:6][CH:5]=[CH:4][CH:3]=1.[F:19][C:20]1[CH:26]=[CH:25]C(N)=[CH:22][CH:21]=1.Cl. Product: [C:1]([NH:9][C:10](=[CH:15][NH:16][C:18]1[CH:25]=[CH:26][C:20]([F:19])=[CH:21][CH:22]=1)[C:11]([O:13][CH3:14])=[O:12])(=[O:8])[C:2]1[CH:3]=[CH:4][CH:5]=[CH:6][CH:7]=1. The catalyst class is: 32. (4) Reactant: [Cl:1][C:2]1[C:10]2[N:9]=[C:8]([NH:11][C:12]3[C:17]([CH3:18])=[CH:16][C:15]([Cl:19])=[CH:14][C:13]=3[O:20][CH3:21])[N:7]([CH3:22])[C:6]=2[C:5]([C:23](O)([CH:27]([CH3:29])[CH3:28])[CH:24]([CH3:26])[CH3:25])=[CH:4][CH:3]=1. Product: [Cl:1][C:2]1[C:10]2[N:9]=[C:8]([NH:11][C:12]3[C:17]([CH3:18])=[CH:16][C:15]([Cl:19])=[CH:14][C:13]=3[O:20][CH3:21])[N:7]([CH3:22])[C:6]=2[C:5]([C:23]([CH:27]([CH3:29])[CH3:28])=[C:24]([CH3:25])[CH3:26])=[CH:4][CH:3]=1. The catalyst class is: 55. (5) Reactant: C([O:3][C:4]([C:6]1[CH:7]=[CH:8][C:9]([Cl:15])=[C:10]2[O:14][CH:13]=[CH:12][C:11]=12)=[O:5])C.[OH-].[Na+]. Product: [Cl:15][C:9]1[CH:8]=[CH:7][C:6]([C:4]([OH:5])=[O:3])=[C:11]2[C:10]=1[O:14][CH:13]=[CH:12]2. The catalyst class is: 24. (6) Reactant: [CH3:1][N:2]([C@H:29]1[C:38]2[C:33](=[CH:34][CH:35]=[CH:36][CH:37]=2)[CH2:32][CH2:31][CH2:30]1)[C:3]([C:5]1[N:6]=[C:7]([CH:10]2[CH2:15][CH2:14][N:13]([C:16](=[O:28])[CH2:17][N:18]3[C:22]([CH3:23])=[CH:21][C:20]([C:24]([F:27])([F:26])[F:25])=[N:19]3)[CH2:12][CH2:11]2)[S:8][CH:9]=1)=O.COC1C=CC(P2(=S)SP(=S)(C3C=CC(OC)=CC=3)[S:48]2)=CC=1. Product: [CH3:1][N:2]([C@H:29]1[C:38]2[C:33](=[CH:34][CH:35]=[CH:36][CH:37]=2)[CH2:32][CH2:31][CH2:30]1)[C:3]([C:5]1[N:6]=[C:7]([CH:10]2[CH2:15][CH2:14][N:13]([C:16](=[O:28])[CH2:17][N:18]3[C:22]([CH3:23])=[CH:21][C:20]([C:24]([F:27])([F:26])[F:25])=[N:19]3)[CH2:12][CH2:11]2)[S:8][CH:9]=1)=[S:48]. The catalyst class is: 11. (7) Reactant: [NH2:1][C:2]1[CH:3]=[C:4]([C:9]([F:12])([F:11])[F:10])[CH:5]=[CH:6][C:7]=1Br.O(CC)[C:14]([S-:16])=S.[K+].[ClH:20]. Product: [Cl:20][C:14]1[S:16][C:7]2[CH:6]=[CH:5][C:4]([C:9]([F:12])([F:11])[F:10])=[CH:3][C:2]=2[N:1]=1. The catalyst class is: 3. (8) The catalyst class is: 7. Reactant: [NH2:1][C:2]1[CH:7]=[C:6]([F:8])[C:5]([F:9])=[C:4]([F:10])[C:3]=1[NH2:11].[C:12](=S)=[S:13]. Product: [F:10][C:4]1[C:3]2[NH:11][C:12](=[S:13])[NH:1][C:2]=2[CH:7]=[C:6]([F:8])[C:5]=1[F:9].